Dataset: Full USPTO retrosynthesis dataset with 1.9M reactions from patents (1976-2016). Task: Predict the reactants needed to synthesize the given product. The reactants are: [C:1]([C:5]1[C:6](=[O:15])[NH:7][C:8]2[C:13]([CH:14]=1)=[CH:12][CH:11]=[CH:10][CH:9]=2)([CH3:4])([CH3:3])[CH3:2].C(=O)([O-])[O-].[Cs+].[Cs+].CN(C=O)C.Br[CH2:28][C:29]([O:31][CH2:32][CH3:33])=[O:30]. Given the product [C:1]([C:5]1[C:6](=[O:15])[N:7]([CH2:28][C:29]([O:31][CH2:32][CH3:33])=[O:30])[C:8]2[C:13]([CH:14]=1)=[CH:12][CH:11]=[CH:10][CH:9]=2)([CH3:4])([CH3:2])[CH3:3], predict the reactants needed to synthesize it.